Task: Predict which catalyst facilitates the given reaction.. Dataset: Catalyst prediction with 721,799 reactions and 888 catalyst types from USPTO Reactant: [F:1][C:2]1[CH:3]=[C:4]2[N:13]([S:14]([C:17]3[CH:23]=[CH:22][C:20]([CH3:21])=[CH:19][CH:18]=3)(=[O:16])=[O:15])[CH:12]=[CH:11][C:5]2=[N:6][C:7]=1[C:8](=O)[CH3:9].CC([O-])=O.[Na+].Cl.[NH2:30][OH:31]. Product: [F:1][C:2]1[CH:3]=[C:4]2[N:13]([S:14]([C:17]3[CH:23]=[CH:22][C:20]([CH3:21])=[CH:19][CH:18]=3)(=[O:16])=[O:15])[CH:12]=[CH:11][C:5]2=[N:6][C:7]=1[C:8](=[N:30][OH:31])[CH3:9]. The catalyst class is: 14.